Dataset: Forward reaction prediction with 1.9M reactions from USPTO patents (1976-2016). Task: Predict the product of the given reaction. Given the reactants [OH:1][C:2]1[C:10]([F:11])=[CH:9][C:5]2=[N:6][S:7][N:8]=[C:4]2[CH:3]=1.[P:12](Cl)(Cl)(Cl)=[O:13].Cl.[CH:18]([O:21][C:22](=[O:26])[C@H:23]([CH3:25])[NH2:24])([CH3:20])[CH3:19].FC1C(O)=C(F)C(F)=C(F)C=1F.[F:39][C@:40]1([CH3:56])[C@H:44]([OH:45])[C@@H:43]([CH2:46][OH:47])[O:42][C@H:41]1[N:48]1[CH:55]=[CH:54][C:52](=[O:53])[NH:51][C:49]1=[O:50], predict the reaction product. The product is: [CH:18]([O:21][C:22](=[O:26])[C@@H:23]([NH:24][P:12]([O:1][C:2]1[C:10]([F:11])=[CH:9][C:5]2=[N:6][S:7][N:8]=[C:4]2[CH:3]=1)([O:47][CH2:46][C@@H:43]1[C@@H:44]([OH:45])[C@:40]([F:39])([CH3:56])[C@H:41]([N:48]2[CH:55]=[CH:54][C:52](=[O:53])[NH:51][C:49]2=[O:50])[O:42]1)=[O:13])[CH3:25])([CH3:20])[CH3:19].